This data is from Reaction yield outcomes from USPTO patents with 853,638 reactions. The task is: Predict the reaction yield, written as a fraction of the theoretical maximum amount of product (1.0 means a 100% yield; for example, 0.34 means a 34% yield). The reactants are [CH2:1]([N:8]1[CH2:13][CH2:12][CH2:11][C:10](=[O:14])[CH2:9]1)[C:2]1[CH:7]=[CH:6][CH:5]=[CH:4][CH:3]=1.[C:15]1([Mg]Br)[CH:20]=[CH:19][CH:18]=[CH:17][CH:16]=1.C1COCC1.O. The catalyst is C1(C)C=CC=CC=1. The product is [CH2:1]([N:8]1[CH2:13][CH2:12][CH2:11][C:10]([C:15]2[CH:20]=[CH:19][CH:18]=[CH:17][CH:16]=2)([OH:14])[CH2:9]1)[C:2]1[CH:3]=[CH:4][CH:5]=[CH:6][CH:7]=1. The yield is 0.800.